Dataset: Full USPTO retrosynthesis dataset with 1.9M reactions from patents (1976-2016). Task: Predict the reactants needed to synthesize the given product. (1) Given the product [CH3:10][C:2]1([CH3:1])[O:3][C:4](=[O:9])[C:5]([CH3:16])([CH3:6])[C:13](=[O:14])[O:7]1, predict the reactants needed to synthesize it. The reactants are: [CH3:1][C:2]1([CH3:10])[O:7][C:6](=O)[CH2:5][C:4](=[O:9])[O:3]1.CN(C)[CH:13]=[O:14].[C:16](=O)([O-])[O-].[K+].[K+].CI. (2) The reactants are: [CH3:1][C:2]1[O:6][C:5]([C:7]2[CH:12]=[CH:11][CH:10]=[CH:9][CH:8]=2)=[N:4][C:3]=1[CH2:13][CH2:14][C:15]1[O:16][CH:17]=[C:18]([CH2:20][O:21][C:22]2[CH:27]=[CH:26][CH:25]=[CH:24][C:23]=2[CH2:28][C:29]([O:31]C)=[O:30])[N:19]=1.O1CCCC1.[OH-].[Na+].Cl. Given the product [CH3:1][C:2]1[O:6][C:5]([C:7]2[CH:8]=[CH:9][CH:10]=[CH:11][CH:12]=2)=[N:4][C:3]=1[CH2:13][CH2:14][C:15]1[O:16][CH:17]=[C:18]([CH2:20][O:21][C:22]2[CH:27]=[CH:26][CH:25]=[CH:24][C:23]=2[CH2:28][C:29]([OH:31])=[O:30])[N:19]=1, predict the reactants needed to synthesize it.